This data is from Full USPTO retrosynthesis dataset with 1.9M reactions from patents (1976-2016). The task is: Predict the reactants needed to synthesize the given product. (1) Given the product [NH2:37][C:33]1[N:32]=[CH:31][N:30]=[C:29]2[C:34]=1[N:35]=[CH:36][N:28]2[C@H:20]1[C@H:21]([OH:25])[C@H:22]([OH:23])[C@@H:18]([CH2:17][S:16][CH2:15][CH2:14][CH2:13][CH2:12][C:10]2[NH:9][C:8]3[CH:46]=[CH:47][C:5]([C:1]([CH3:4])([CH3:3])[CH3:2])=[CH:6][C:7]=3[N:11]=2)[O:19]1, predict the reactants needed to synthesize it. The reactants are: [C:1]([C:5]1[CH:47]=[CH:46][C:8]2[N:9](COCC[Si](C)(C)C)[C:10]([CH2:12][CH2:13][CH2:14][CH2:15][S:16][CH2:17][C@@H:18]3[C@H:22]4[O:23]C(C)(C)[O:25][C@H:21]4[C@H:20]([N:28]4[CH:36]=[N:35][C:34]5[C:29]4=[N:30][CH:31]=[N:32][C:33]=5[NH2:37])[O:19]3)=[N:11][C:7]=2[CH:6]=1)([CH3:4])([CH3:3])[CH3:2]. (2) Given the product [CH3:31][C:28]1[S:27][C:26]([C:24]2[CH:25]=[C:21]([C:19]3[S:20][C:16]([C:13]4[CH:12]=[C:7]5[C:6](=[CH:15][CH:14]=4)[C:5](=[O:4])[NH:2][NH:1][C:8]5=[O:10])=[CH:17][CH:18]=3)[S:22][C:23]=2[C:32]2[S:33][C:34]([CH3:37])=[CH:35][CH:36]=2)=[CH:30][CH:29]=1, predict the reactants needed to synthesize it. The reactants are: [NH2:1][NH2:2].C[O:4][C:5](=O)[C:6]1[C:7](=[CH:12][C:13]([C:16]2[S:20][C:19]([C:21]3[S:22][C:23]([C:32]4[S:33][C:34]([CH3:37])=[CH:35][CH:36]=4)=[C:24]([C:26]4[S:27][C:28]([CH3:31])=[CH:29][CH:30]=4)[CH:25]=3)=[CH:18][CH:17]=2)=[CH:14][CH:15]=1)[C:8]([O:10]C)=O.C(O)C. (3) The reactants are: [CH3:1][C:2]1[CH:10]=[CH:9][C:5]([C:6]([OH:8])=[O:7])=[C:4]([NH:11][C:12]2[CH:17]=[CH:16][CH:15]=[C:14]([N+:18]([O-:20])=[O:19])[CH:13]=2)[N:3]=1.[CH2:21]([N:23](CC)CC)[CH3:22].ClCC#N. Given the product [C:21]([CH2:22][O:7][C:6](=[O:8])[C:5]1[CH:9]=[CH:10][C:2]([CH3:1])=[N:3][C:4]=1[NH:11][C:12]1[CH:17]=[CH:16][CH:15]=[C:14]([N+:18]([O-:20])=[O:19])[CH:13]=1)#[N:23], predict the reactants needed to synthesize it. (4) Given the product [CH2:1]([C:5]1[O:6][C:7]2[CH:13]=[CH:12][CH:11]=[CH:10][C:8]=2[C:9]=1[CH:21]=[O:22])[CH2:2][CH2:3][CH3:4], predict the reactants needed to synthesize it. The reactants are: [CH2:1]([C:5]1[O:6][C:7]2[CH:13]=[CH:12][CH:11]=[CH:10][C:8]=2[CH:9]=1)[CH2:2][CH2:3][CH3:4].P(Cl)(Cl)(Cl)=O.CN(C)[CH:21]=[O:22].